This data is from Reaction yield outcomes from USPTO patents with 853,638 reactions. The task is: Predict the reaction yield, written as a fraction of the theoretical maximum amount of product (1.0 means a 100% yield; for example, 0.34 means a 34% yield). (1) The reactants are CCN(CC)CC.[C:16](O[C:16]([O:18][C:19]([CH3:22])([CH3:21])[CH3:20])=[O:17])([O:18][C:19]([CH3:22])([CH3:21])[CH3:20])=[O:17].[NH2:23][C:24]1[S:25][C:26]([C:29]([O:31][CH2:32][CH3:33])=[O:30])=[CH:27][N:28]=1. The catalyst is CN(C1C=CN=CC=1)C.C1COCC1. The product is [C:19]([O:18][C:16]([NH:23][C:24]1[S:25][C:26]([C:29]([O:31][CH2:32][CH3:33])=[O:30])=[CH:27][N:28]=1)=[O:17])([CH3:20])([CH3:21])[CH3:22]. The yield is 0.900. (2) The reactants are [N:1]1[CH:6]=[CH:5][CH:4]=[C:3]([C:7]2[CH:8]=[C:9]3[C:13](=[CH:14][CH:15]=2)[N:12]([CH:16]2[CH2:21][CH2:20][CH2:19][CH2:18][O:17]2)[N:11]=[C:10]3[C:22]([OH:24])=O)[CH:2]=1.[NH2:25][C:26]1[CH:27]=[N:28][CH:29]=[CH:30][CH:31]=1.C(N(CC)C(C)C)(C)C.CN(C(ON1N=NC2C=CC=NC1=2)=[N+](C)C)C.F[P-](F)(F)(F)(F)F. The catalyst is CN(C=O)C. The product is [N:28]1[CH:29]=[CH:30][CH:31]=[C:26]([NH:25][C:22]([C:10]2[C:9]3[C:13](=[CH:14][CH:15]=[C:7]([C:3]4[CH:2]=[N:1][CH:6]=[CH:5][CH:4]=4)[CH:8]=3)[N:12]([CH:16]3[CH2:21][CH2:20][CH2:19][CH2:18][O:17]3)[N:11]=2)=[O:24])[CH:27]=1. The yield is 0.750.